This data is from Full USPTO retrosynthesis dataset with 1.9M reactions from patents (1976-2016). The task is: Predict the reactants needed to synthesize the given product. (1) The reactants are: C[O:2][C:3]1[CH:18]=[CH:17][CH:16]=[CH:15][C:4]=1[O:5][C:6]1[CH:14]=[CH:13][C:9]([C:10]([OH:12])=[O:11])=[CH:8][CH:7]=1. Given the product [OH:2][C:3]1[CH:18]=[CH:17][CH:16]=[CH:15][C:4]=1[O:5][C:6]1[CH:14]=[CH:13][C:9]([C:10]([OH:12])=[O:11])=[CH:8][CH:7]=1, predict the reactants needed to synthesize it. (2) Given the product [C:19]([O:18][C:16]([N:28]1[CH2:27][CH2:26][NH:25][C:24](=[O:23])[CH2:29]1)=[O:17])([CH3:20])([CH3:21])[CH3:22], predict the reactants needed to synthesize it. The reactants are: C(N(CC)CC)C.[C:16](O[C:16]([O:18][C:19]([CH3:22])([CH3:21])[CH3:20])=[O:17])([O:18][C:19]([CH3:22])([CH3:21])[CH3:20])=[O:17].[O:23]=[C:24]1[CH2:29][NH:28][CH2:27][CH2:26][NH:25]1. (3) The reactants are: C[O:2][C:3]([C:5]1[CH:10]=[CH:9][CH:8]=[CH:7][C:6]=1[NH:11][C:12]1[N:16]([C:17]2[CH:22]=[CH:21][CH:20]=[CH:19][CH:18]=2)[N:15]=[C:14]([CH3:23])[C:13]=1[C:24]1[CH:25]=[C:26]2[C:31](=[C:32]([F:34])[CH:33]=1)[N:30]=[CH:29][CH:28]=[N:27]2)=[O:4].[OH-].[Na+].Cl. Given the product [F:34][C:32]1[CH:33]=[C:24]([C:13]2[C:14]([CH3:23])=[N:15][N:16]([C:17]3[CH:22]=[CH:21][CH:20]=[CH:19][CH:18]=3)[C:12]=2[NH:11][C:6]2[CH:7]=[CH:8][CH:9]=[CH:10][C:5]=2[C:3]([OH:4])=[O:2])[CH:25]=[C:26]2[C:31]=1[N:30]=[CH:29][CH:28]=[N:27]2, predict the reactants needed to synthesize it. (4) Given the product [CH3:29][O:30][C:31](=[O:41])[C:32]1[CH:33]=[CH:34][C:35]([NH:38][C:39]([N:10]2[CH2:11][C@@H:12]([CH2:13][C:14]([CH3:17])([CH3:16])[CH3:15])[C@@:8]([C:5]3[CH:6]=[CH:7][C:2]([Cl:1])=[CH:3][C:4]=3[F:28])([C:26]#[N:27])[C@H:9]2[C:18]2[CH:23]=[CH:22][CH:21]=[C:20]([Cl:24])[C:19]=2[Cl:25])=[O:40])=[CH:36][CH:37]=1, predict the reactants needed to synthesize it. The reactants are: [Cl:1][C:2]1[CH:7]=[CH:6][C:5]([C@@:8]2([C:26]#[N:27])[C@H:12]([CH2:13][C:14]([CH3:17])([CH3:16])[CH3:15])[CH2:11][NH:10][C@@H:9]2[C:18]2[CH:23]=[CH:22][CH:21]=[C:20]([Cl:24])[C:19]=2[Cl:25])=[C:4]([F:28])[CH:3]=1.[CH3:29][O:30][C:31](=[O:41])[C:32]1[CH:37]=[CH:36][C:35]([N:38]=[C:39]=[O:40])=[CH:34][CH:33]=1. (5) The reactants are: [OH:1][C@@H:2]1[C@H:6]2[N:7](C(OCC3C=CC=CC=3)=O)[CH2:8][C@H:9]([CH3:10])[C@H:5]2[O:4][CH2:3]1.[H][H]. Given the product [CH3:10][C@H:9]1[CH2:8][NH:7][C@@H:6]2[C@@H:2]([OH:1])[CH2:3][O:4][C@H:5]12, predict the reactants needed to synthesize it. (6) Given the product [C:1]([O:6][CH2:12][CH2:7][CH2:8][CH3:9])(=[O:5])[CH2:2][CH2:3][CH3:4], predict the reactants needed to synthesize it. The reactants are: [C:1]([OH:6])(=[O:5])[CH2:2][CH2:3][CH3:4].[C:7]1(C)[CH:12]=CC=[CH:9][CH:8]=1.C(O)C1C=CC=CC=1. (7) Given the product [C:15]([O:19][C:20]([N:22]1[CH2:26][CH2:25][CH:24]([NH:14][C:10]2[CH:11]=[CH:12][CH:13]=[C:8]([C:6]3[CH:5]=[CH:4][N:3]=[C:2]([Cl:1])[N:7]=3)[CH:9]=2)[CH2:23]1)=[O:21])([CH3:18])([CH3:16])[CH3:17], predict the reactants needed to synthesize it. The reactants are: [Cl:1][C:2]1[N:7]=[C:6]([C:8]2[CH:9]=[C:10]([NH2:14])[CH:11]=[CH:12][CH:13]=2)[CH:5]=[CH:4][N:3]=1.[C:15]([O:19][C:20]([N:22]1[CH2:26][CH2:25][C:24](=O)[CH2:23]1)=[O:21])([CH3:18])([CH3:17])[CH3:16].